This data is from Reaction yield outcomes from USPTO patents with 853,638 reactions. The task is: Predict the reaction yield, written as a fraction of the theoretical maximum amount of product (1.0 means a 100% yield; for example, 0.34 means a 34% yield). (1) The reactants are [C:1]1(=[O:14])[C:6]2=[CH:7][C:8]3[CH2:9][CH2:10][CH2:11][CH2:12][C:13]=3[N:5]2[CH2:4][CH2:3][NH:2]1.[C:15]([O:18][CH2:19][C:20]1[C:25]([Br:26])=[CH:24][C:23]([F:27])=[CH:22][C:21]=1Br)(=[O:17])[CH3:16].CC1(C)C2C(=C(P(C3C=CC=CC=3)C3C=CC=CC=3)C=CC=2)OC2C(P(C3C=CC=CC=3)C3C=CC=CC=3)=CC=CC1=2.C([O-])([O-])=O.[Cs+].[Cs+]. The catalyst is C1C=CC(/C=C/C(/C=C/C2C=CC=CC=2)=O)=CC=1.C1C=CC(/C=C/C(/C=C/C2C=CC=CC=2)=O)=CC=1.C1C=CC(/C=C/C(/C=C/C2C=CC=CC=2)=O)=CC=1.[Pd].[Pd].O1CCOCC1. The product is [C:15]([O:18][CH2:19][C:20]1[C:21]([N:2]2[CH2:3][CH2:4][N:5]3[C:13]4[CH2:12][CH2:11][CH2:10][CH2:9][C:8]=4[CH:7]=[C:6]3[C:1]2=[O:14])=[CH:22][C:23]([F:27])=[CH:24][C:25]=1[Br:26])(=[O:17])[CH3:16]. The yield is 0.600. (2) The reactants are [Cl:1][C:2]1[C:3]([C:22](=[O:32])[N:23]([CH2:28][CH2:29][CH2:30][CH3:31])[CH2:24][CH2:25][CH2:26][CH3:27])=[N:4][N:5]([C:8]2[CH:16]=[CH:15][C:11]([C:12]([OH:14])=O)=[CH:10][C:9]=2[C:17]([O:19][CH2:20][CH3:21])=[O:18])[C:6]=1[CH3:7].[Cl:33][C:34]1[CH:35]=[C:36]([CH:51]=[CH:52][C:53]=1[Cl:54])[CH2:37][N:38]1[C:46]2[C:41](=[CH:42][C:43]([S:47]([NH2:50])(=[O:49])=[O:48])=[CH:44][CH:45]=2)[CH2:40][CH2:39]1. No catalyst specified. The product is [Cl:1][C:2]1[C:3]([C:22](=[O:32])[N:23]([CH2:28][CH2:29][CH2:30][CH3:31])[CH2:24][CH2:25][CH2:26][CH3:27])=[N:4][N:5]([C:8]2[CH:16]=[CH:15][C:11]([C:12](=[O:14])[NH:50][S:47]([C:43]3[CH:42]=[C:41]4[C:46](=[CH:45][CH:44]=3)[N:38]([CH2:37][C:36]3[CH:51]=[CH:52][C:53]([Cl:54])=[C:34]([Cl:33])[CH:35]=3)[CH2:39][CH2:40]4)(=[O:48])=[O:49])=[CH:10][C:9]=2[C:17]([O:19][CH2:20][CH3:21])=[O:18])[C:6]=1[CH3:7]. The yield is 0.400. (3) The product is [N+:1]([C:4]1[CH:5]=[C:6]([CH:7]=[CH:8][C:9]=1[N+:10]([O-:12])=[O:11])[CH2:13][N:15]1[CH2:20][CH2:19][O:18][CH2:17][CH2:16]1)([O-:3])=[O:2]. The yield is 0.850. The reactants are [N+:1]([C:4]1[CH:5]=[C:6]([C:13]([N:15]2[CH2:20][CH2:19][O:18][CH2:17][CH2:16]2)=O)[CH:7]=[CH:8][C:9]=1[N+:10]([O-:12])=[O:11])([O-:3])=[O:2].[BH4-].[Na+].B(F)(F)F.CCOCC. The catalyst is O1CCCC1. (4) The reactants are [Cl:1][CH2:2][CH2:3][CH2:4][O:5][C:6]1[CH:15]=[C:14]2[C:9]([C:10]([NH:16][C:17]3[CH:18]=[C:19]([S:26]([NH:29][CH3:30])(=[O:28])=[O:27])[CH:20]=[CH:21][C:22]=3[N:23]([CH3:25])[CH3:24])=[N:11][CH:12]=[N:13]2)=[CH:8][CH:7]=1.[NH:31]1[CH2:36][CH2:35][O:34][CH2:33][CH2:32]1. The catalyst is CO. The product is [ClH:1].[CH3:24][N:23]([CH3:25])[C:22]1[CH:21]=[CH:20][C:19]([S:26]([NH:29][CH3:30])(=[O:28])=[O:27])=[CH:18][C:17]=1[NH:16][C:10]1[C:9]2[C:14](=[CH:15][C:6]([O:5][CH2:4][CH2:3][CH2:2][N:31]3[CH2:36][CH2:35][O:34][CH2:33][CH2:32]3)=[CH:7][CH:8]=2)[N:13]=[CH:12][N:11]=1. The yield is 0.480. (5) The reactants are C(O)(=O)C(C)(C)C.C(=O)([O-])[O-].[K+].[K+].Br[C:15]1[CH:33]=[CH:32][C:31]([Cl:34])=[CH:30][C:16]=1[CH2:17][O:18][C:19]1[CH:28]=[C:27]2[C:22]([CH2:23][CH2:24][CH2:25][C:26]2=[O:29])=[CH:21][CH:20]=1. The catalyst is CC(N(C)C)=O.C([O-])(=O)C(C)(C)C.[Pd+2].C([O-])(=O)C(C)(C)C.FC1C=CC(P(C2C=CC(F)=CC=2)C2C=CC(F)=CC=2)=CC=1. The product is [Cl:34][C:31]1[CH:32]=[CH:33][C:15]2[C:20]3[CH:21]=[C:22]4[CH2:23][CH2:24][CH2:25][C:26](=[O:29])[C:27]4=[CH:28][C:19]=3[O:18][CH2:17][C:16]=2[CH:30]=1. The yield is 0.670. (6) The reactants are C([O:3][C:4](=[O:33])[CH2:5][NH:6][C:7]([C:9]1[C:14](=[O:15])[N:13]([CH2:16][C:17]2[CH:22]=[CH:21][CH:20]=[CH:19][C:18]=2[C:23]([F:26])([F:25])[F:24])[C:12]([OH:27])=[C:11]([C:28](OC)=[O:29])[C:10]=1[OH:32])=[O:8])C.[CH:34]1([NH2:40])[CH2:39][CH2:38][CH2:37][CH2:36][CH2:35]1. The catalyst is C(Cl)(Cl)Cl. The product is [CH:34]1([NH:40][C:28]([C:11]2[C:10]([OH:32])=[C:9]([C:7]([NH:6][CH2:5][C:4]([OH:3])=[O:33])=[O:8])[C:14](=[O:15])[N:13]([CH2:16][C:17]3[CH:22]=[CH:21][CH:20]=[CH:19][C:18]=3[C:23]([F:25])([F:24])[F:26])[C:12]=2[OH:27])=[O:29])[CH2:39][CH2:38][CH2:37][CH2:36][CH2:35]1. The yield is 0.770. (7) The reactants are [C:1]([C@:4]([NH:14][C:15](=[O:24])[O:16][CH2:17][C:18]1[CH:23]=[CH:22][N:21]=[CH:20][CH:19]=1)([CH3:13])[CH2:5][C:6]1[CH:11]=[CH:10][C:9]([OH:12])=[CH:8][CH:7]=1)([OH:3])=O.CCN(C(C)C)C(C)C.CN(C(ON1N=NC2C=CC=CC1=2)=[N+](C)C)C.F[P-](F)(F)(F)(F)F.[CH2:58]([NH2:65])[C:59]1[CH:64]=[CH:63][CH:62]=[CH:61][CH:60]=1. The catalyst is CN(C=O)C. The product is [N:21]1[CH:22]=[CH:23][C:18]([CH2:17][O:16][C:15](=[O:24])[NH:14][C@:4]([CH2:5][C:6]2[CH:11]=[CH:10][C:9]([OH:12])=[CH:8][CH:7]=2)([CH3:13])[C:1]([NH:65][CH2:58][C:59]2[CH:64]=[CH:63][CH:62]=[CH:61][CH:60]=2)=[O:3])=[CH:19][CH:20]=1. The yield is 0.500.